Dataset: Full USPTO retrosynthesis dataset with 1.9M reactions from patents (1976-2016). Task: Predict the reactants needed to synthesize the given product. Given the product [CH:1]([S:4]([N:7]1[C:11]2[CH:12]=[C:13]([C:16]3[N:17]=[C:18]([C:27]4[CH:32]=[CH:31][C:30]([NH2:33])=[CH:29][C:28]=4[F:36])[NH:19][C:20]=3[C:21]3[CH:22]=[CH:23][CH:24]=[CH:25][CH:26]=3)[CH:14]=[CH:15][C:10]=2[N:9]=[C:8]1[NH2:37])(=[O:5])=[O:6])([CH3:3])[CH3:2], predict the reactants needed to synthesize it. The reactants are: [CH:1]([S:4]([N:7]1[C:11]2[CH:12]=[C:13]([C:16]3[N:17]=[C:18]([C:27]4[CH:32]=[CH:31][C:30]([N+:33]([O-])=O)=[CH:29][C:28]=4[F:36])[NH:19][C:20]=3[C:21]3[CH:26]=[CH:25][CH:24]=[CH:23][CH:22]=3)[CH:14]=[CH:15][C:10]=2[N:9]=[C:8]1[NH2:37])(=[O:6])=[O:5])([CH3:3])[CH3:2].C([O-])=O.[NH4+].